Predict the reaction yield, written as a fraction of the theoretical maximum amount of product (1.0 means a 100% yield; for example, 0.34 means a 34% yield). From a dataset of Reaction yield outcomes from USPTO patents with 853,638 reactions. (1) The reactants are C(OC([NH:8][C:9]([CH3:34])([C:11]([O:13][C:14]1[C:15]([O:30][C:31](=[O:33])[CH3:32])=[C:16]2[C:21](=[C:22]3[CH:27]=[CH:26][CH:25]=[CH:24][C:23]=13)[O:20][C:19]([CH3:29])([CH3:28])[CH2:18][CH2:17]2)=[O:12])[CH3:10])=O)(C)(C)C.[ClH:35]. The catalyst is O1CCOCC1. The product is [ClH:35].[CH3:34][C:9]([C:11]([O:13][C:14]1[C:15]([O:30][C:31](=[O:33])[CH3:32])=[C:16]2[C:21](=[C:22]3[CH:27]=[CH:26][CH:25]=[CH:24][C:23]=13)[O:20][C:19]([CH3:28])([CH3:29])[CH2:18][CH2:17]2)=[O:12])([CH3:10])[NH2:8]. The yield is 0.970. (2) The reactants are Cl.[NH2:2][C@@H:3]1[C:11]2[C:6](=[C:7]([C:12]3[S:16][C:15]([C:17]4[CH:18]=[CH:19][C:20]([O:25][CH:26]([CH3:28])[CH3:27])=[C:21]([CH:24]=4)[C:22]#[N:23])=[N:14][N:13]=3)[CH:8]=[CH:9][CH:10]=2)[CH2:5][CH2:4]1.[NH:29]1[CH:33]=[CH:32][N:31]=[C:30]1[CH:34]=O.[BH4-].[Na+]. The catalyst is CO.C(O)(=O)C. The product is [NH:29]1[CH:33]=[CH:32][N:31]=[C:30]1[CH2:34][NH:2][C@@H:3]1[C:11]2[C:6](=[C:7]([C:12]3[S:16][C:15]([C:17]4[CH:18]=[CH:19][C:20]([O:25][CH:26]([CH3:28])[CH3:27])=[C:21]([CH:24]=4)[C:22]#[N:23])=[N:14][N:13]=3)[CH:8]=[CH:9][CH:10]=2)[CH2:5][CH2:4]1. The yield is 0.810.